This data is from Forward reaction prediction with 1.9M reactions from USPTO patents (1976-2016). The task is: Predict the product of the given reaction. Given the reactants [NH2:1][C:2]1[CH:7]=[CH:6][C:5]([C:8]2[C:16]3[C:11](=[N:12][CH:13]=[CH:14][CH:15]=3)[NH:10][C:9]=2[C:17]([NH2:19])=[O:18])=[CH:4][CH:3]=1.[CH2:20]([C:22]1[CH:23]=[C:24]([N:28]=[C:29]=[O:30])[CH:25]=[CH:26][CH:27]=1)[CH3:21], predict the reaction product. The product is: [CH2:20]([C:22]1[CH:23]=[C:24]([NH:28][C:29](=[O:30])[NH:1][C:2]2[CH:3]=[CH:4][C:5]([C:8]3[C:16]4[C:11](=[N:12][CH:13]=[CH:14][CH:15]=4)[NH:10][C:9]=3[C:17]([NH2:19])=[O:18])=[CH:6][CH:7]=2)[CH:25]=[CH:26][CH:27]=1)[CH3:21].